From a dataset of Full USPTO retrosynthesis dataset with 1.9M reactions from patents (1976-2016). Predict the reactants needed to synthesize the given product. (1) Given the product [NH:6]1[C:7]2[C:12](=[CH:11][CH:10]=[CH:9][CH:8]=2)[C:4]([CH2:3][CH2:2][N:13]2[C:17]3[CH:18]=[CH:19][CH:20]=[CH:21][C:16]=3[N:15]=[CH:14]2)=[CH:5]1, predict the reactants needed to synthesize it. The reactants are: Br[CH2:2][CH2:3][C:4]1[C:12]2[C:7](=[CH:8][CH:9]=[CH:10][CH:11]=2)[NH:6][CH:5]=1.[N:13]1[C:17]2[CH:18]=[CH:19][CH:20]=[CH:21][C:16]=2[NH:15][CH:14]=1. (2) Given the product [Cl:12][C:13]1[CH:18]=[CH:17][C:16]([C:19]2[N:2]([C:4]3[CH:9]=[C:8]([C:10]#[N:11])[CH:7]=[CH:6][N:5]=3)[N:3]=[CH:21][CH:20]=2)=[CH:15][C:14]=1[O:26][CH3:27], predict the reactants needed to synthesize it. The reactants are: Cl.[NH:2]([C:4]1[CH:9]=[C:8]([C:10]#[N:11])[CH:7]=[CH:6][N:5]=1)[NH2:3].[Cl:12][C:13]1[CH:18]=[CH:17][C:16]([C:19](=O)/[CH:20]=[CH:21]/N(C)C)=[CH:15][C:14]=1[O:26][CH3:27]. (3) Given the product [OH:3][CH:4]([C:28]1[N:29]=[C:30]([C:33]2[CH:34]=[CH:35][CH:36]=[CH:37][CH:38]=2)[S:31][CH:32]=1)[CH:5]([NH:6][C:7](=[O:8])[O:9][C:10]([CH3:13])([CH3:12])[CH3:11])[CH2:14][C:15]1[CH:20]=[CH:19][CH:18]=[C:17]([O:21][C:22]([F:26])([F:27])[CH:23]([F:24])[F:25])[CH:16]=1, predict the reactants needed to synthesize it. The reactants are: O=C1[N:6]([C:7]([O:9][C:10]([CH3:13])([CH3:12])[CH3:11])=[O:8])[CH:5]([CH2:14][C:15]2[CH:20]=[CH:19][CH:18]=[C:17]([O:21][C:22]([F:27])([F:26])[CH:23]([F:25])[F:24])[CH:16]=2)[CH:4]([C:28]2[N:29]=[C:30]([C:33]3[CH:38]=[CH:37][CH:36]=[CH:35][CH:34]=3)[S:31][CH:32]=2)[O:3]1.[OH-].[Na+]. (4) Given the product [CH2:1]([S:3]([N:24]1[CH2:23][CH2:22][N:21]([C:18]2[N:17]=[C:16]([C:27]3[NH:28][C:29]4[C:34]([CH:35]=3)=[CH:33][CH:32]=[CH:31][CH:30]=4)[C:15]([NH2:14])=[N:20][CH:19]=2)[CH2:26][CH2:25]1)(=[O:5])=[O:4])[CH3:2], predict the reactants needed to synthesize it. The reactants are: [CH2:1]([S:3](Cl)(=[O:5])=[O:4])[CH3:2].C(OC([N:14](C(OC(C)(C)C)=O)[C:15]1[C:16]([C:27]2[N:28](C(OC(C)(C)C)=O)[C:29]3[C:34]([CH:35]=2)=[CH:33][CH:32]=[CH:31][CH:30]=3)=[N:17][C:18]([N:21]2[CH2:26][CH2:25][NH:24][CH2:23][CH2:22]2)=[CH:19][N:20]=1)=O)(C)(C)C.C(N(CC)CC)C.Cl.O1CCOCC1. (5) Given the product [CH:1]1([CH2:4][O:5][NH:6][C:7]([C:9]2[C:22]([NH:23][C:24]3[CH:29]=[CH:28][C:27]([I:30])=[CH:26][C:25]=3[Cl:31])=[C:21]([F:32])[C:12]3[N:13]=[CH:14][N:15]([CH2:16][CH2:17][CH2:18][CH2:19][N:35]4[CH2:40][CH2:39][O:38][CH2:37][CH2:36]4)[C:11]=3[CH:10]=2)=[O:8])[CH2:2][CH2:3]1, predict the reactants needed to synthesize it. The reactants are: [CH:1]1([CH2:4][O:5][NH:6][C:7]([C:9]2[C:22]([NH:23][C:24]3[CH:29]=[CH:28][C:27]([I:30])=[CH:26][C:25]=3[Cl:31])=[C:21]([F:32])[C:12]3[N:13]=[CH:14][N:15]([CH2:16][CH2:17][CH2:18][CH2:19]Cl)[C:11]=3[CH:10]=2)=[O:8])[CH2:3][CH2:2]1.[Na+].[I-].[NH:35]1[CH2:40][CH2:39][O:38][CH2:37][CH2:36]1. (6) Given the product [C:17]([C:18]1[CH:19]=[CH:20][C:15]([C:12]2[CH:11]=[CH:10][C:9]([C@@H:7]3[CH2:8][N:4]([CH:2]([CH3:3])[CH3:1])[CH2:5][C@H:6]3[NH:26][S:27]([CH:30]([CH3:32])[CH3:31])(=[O:29])=[O:28])=[CH:14][CH:13]=2)=[CH:16][CH:33]=1)#[N:21], predict the reactants needed to synthesize it. The reactants are: [CH3:1][CH:2]([N:4]1[CH2:8][C@@H:7]([C:9]2[CH:14]=[CH:13][C:12]([C:15]3[CH:20]=[CH:19][CH:18]=[C:17]([NH:21]S(C)(=O)=O)[CH:16]=3)=[CH:11][CH:10]=2)[C@H:6]([NH:26][S:27]([CH:30]([CH3:32])[CH3:31])(=[O:29])=[O:28])[CH2:5]1)[CH3:3].[C:33](C1C=CC(B(O)O)=CC=1)#N. (7) Given the product [F:20][C:21]([F:32])([F:31])[C:22]([NH:12][C@H:9]1[C:10]2[C:5](=[CH:4][CH:3]=[C:2]([F:1])[CH:11]=2)[CH2:6][CH2:7][CH2:8]1)=[O:23], predict the reactants needed to synthesize it. The reactants are: [F:1][C:2]1[CH:11]=[C:10]2[C:5]([CH2:6][CH2:7][CH2:8][C@H:9]2[NH2:12])=[CH:4][CH:3]=1.C(N(CC)CC)C.[F:20][C:21]([F:32])([F:31])[C:22](O[C:22](=[O:23])[C:21]([F:32])([F:31])[F:20])=[O:23].